Dataset: Catalyst prediction with 721,799 reactions and 888 catalyst types from USPTO. Task: Predict which catalyst facilitates the given reaction. (1) Reactant: C(OC([N:8]1[CH2:14][CH2:13][C:12](=[O:15])[N:11]([CH2:16][CH2:17][CH2:18][CH2:19][N:20]([CH:24]2[CH2:33][CH2:32][C:31]3[C:26](=[CH:27][C:28]([O:34][CH3:35])=[CH:29][CH:30]=3)[CH2:25]2)[CH2:21][CH2:22][CH3:23])[CH2:10][CH2:9]1)=O)(C)(C)C.FC(F)(F)C(O)=O.Cl. Product: [CH3:35][O:34][C:28]1[CH:27]=[C:26]2[C:31]([CH2:32][CH2:33][CH:24]([N:20]([CH2:21][CH2:22][CH3:23])[CH2:19][CH2:18][CH2:17][CH2:16][N:11]3[C:12](=[O:15])[CH2:13][CH2:14][NH:8][CH2:9][CH2:10]3)[CH2:25]2)=[CH:30][CH:29]=1. The catalyst class is: 343. (2) Reactant: [Br:1][C:2]1[CH:3]=[C:4]2[C:9](=[CH:10][CH:11]=1)[C:8]([Cl:12])=[C:7]([OH:13])[CH:6]=[CH:5]2.C([O-])([O-])=O.[K+].[K+].Br[CH2:21][CH2:22][NH:23]C(=O)OC(C)(C)C.CCCCCC.C(OCC)(=O)C. Product: [Cl-:12].[Br:1][C:2]1[CH:3]=[C:4]2[C:9](=[CH:10][CH:11]=1)[C:8]([Cl:12])=[C:7]([O:13][CH2:21][CH2:22][NH3+:23])[CH:6]=[CH:5]2. The catalyst class is: 10. (3) Reactant: [CH3:1][C:2]1[CH:3]=[C:4]2[C:10]3[CH2:11][N:12]([CH3:15])[CH2:13][CH2:14][C:9]=3[NH:8][C:5]2=[N:6][CH:7]=1.[OH-].[K+].[F:18][C:19]([F:29])([F:28])[C:20]1[CH:25]=[CH:24][C:23]([CH:26]=[CH2:27])=[CH:22][N:21]=1. Product: [CH3:1][C:2]1[CH:3]=[C:4]2[C:10]3[CH2:11][N:12]([CH3:15])[CH2:13][CH2:14][C:9]=3[N:8]([CH2:27][CH2:26][C:23]3[CH:22]=[N:21][C:20]([C:19]([F:29])([F:18])[F:28])=[CH:25][CH:24]=3)[C:5]2=[N:6][CH:7]=1. The catalyst class is: 179. (4) Reactant: [F:1][CH:2]1[C:7](=[O:8])[CH2:6][CH2:5][N:4](C(OC(C)(C)C)=O)[CH2:3]1.[ClH:16].O1CCOCC1. Product: [ClH:16].[F:1][CH:2]1[C:7](=[O:8])[CH2:6][CH2:5][NH:4][CH2:3]1. The catalyst class is: 25.